Predict the product of the given reaction. From a dataset of Forward reaction prediction with 1.9M reactions from USPTO patents (1976-2016). Given the reactants [Cl:1][C:2]1[N:7]=[C:6]([N:8]([CH3:26])[C:9]2[CH:25]=[CH:24][C:12]3[N:13]([CH3:23])[C:14]([NH:16][CH:17]4[CH2:22][CH2:21][CH2:20][CH2:19][CH2:18]4)=[N:15][C:11]=3[CH:10]=2)[CH:5]=[CH:4][N:3]=1.[NH2:27][C:28]1[CH:29]=[CH:30][C:31]([CH3:38])=[C:32]([S:34]([NH2:37])(=[O:36])=[O:35])[CH:33]=1, predict the reaction product. The product is: [ClH:1].[CH:17]1([NH:16][C:14]2[N:13]([CH3:23])[C:12]3[CH:24]=[CH:25][C:9]([N:8]([CH3:26])[C:6]4[CH:5]=[CH:4][N:3]=[C:2]([NH:27][C:28]5[CH:29]=[CH:30][C:31]([CH3:38])=[C:32]([S:34]([NH2:37])(=[O:35])=[O:36])[CH:33]=5)[N:7]=4)=[CH:10][C:11]=3[N:15]=2)[CH2:22][CH2:21][CH2:20][CH2:19][CH2:18]1.